This data is from Forward reaction prediction with 1.9M reactions from USPTO patents (1976-2016). The task is: Predict the product of the given reaction. (1) The product is: [Cl:9][C:10]1[CH:11]=[C:12]([CH:15]=[C:16]([Cl:18])[CH:17]=1)[CH:13]=[N:2][OH:3]. Given the reactants Cl.[NH2:2][OH:3].C([O-])(=O)C.[Na+].[Cl:9][C:10]1[CH:11]=[C:12]([CH:15]=[C:16]([Cl:18])[CH:17]=1)[CH:13]=O, predict the reaction product. (2) Given the reactants [Cl:1][C:2]1[CH:17]=[CH:16][C:15]([Cl:18])=[CH:14][C:3]=1[O:4][C:5]1[N:13]=[CH:12][CH:11]=[CH:10][C:6]=1[C:7]([OH:9])=O.[CH3:19][C:20]1[CH:21]=[C:22]2[C:27](=[CH:28][CH:29]=1)[NH:26][CH2:25][CH2:24][CH2:23]2.C(N(C(C)C)C(C)C)C.CN(C(ON1N=NC2C=CC=NC1=2)=[N+](C)C)C.F[P-](F)(F)(F)(F)F, predict the reaction product. The product is: [Cl:1][C:2]1[CH:17]=[CH:16][C:15]([Cl:18])=[CH:14][C:3]=1[O:4][C:5]1[C:6]([C:7]([N:26]2[C:27]3[C:22](=[CH:21][C:20]([CH3:19])=[CH:29][CH:28]=3)[CH2:23][CH2:24][CH2:25]2)=[O:9])=[CH:10][CH:11]=[CH:12][N:13]=1.